This data is from Forward reaction prediction with 1.9M reactions from USPTO patents (1976-2016). The task is: Predict the product of the given reaction. (1) The product is: [Cl:22][C:23]1[CH:15]=[N:6][N:7]([C:8]2[C:35]([CH3:29])=[CH:34][C:38]([O:37][CH3:36])=[CH:5][C:4]=2[CH3:3])[CH:24]=1. Given the reactants [Li]C[CH2:3][CH2:4][CH3:5].[N:6]([C:15](OC(C)(C)C)=O)=[N:7][C:8](OC(C)(C)C)=O.[Cl:22][CH:23](C=O)[CH:24]=O.Cl.[C:29]([O-])(O)=O.[Na+].[CH2:34]1[CH2:38][O:37][CH2:36][CH2:35]1, predict the reaction product. (2) Given the reactants [CH3:1][O:2][C:3]1[C:4]([OH:20])=[C:5]([C:9]2[N:13]([C:14]3[CH:19]=[CH:18][CH:17]=[CH:16][CH:15]=3)[N:12]=[CH:11][CH:10]=2)[N:6]=[N:7][CH:8]=1.[H-].[Na+].[F:23][C:24]([F:34])([F:33])[C:25]1[CH:32]=[CH:31][CH:30]=[CH:29][C:26]=1[CH2:27]Br.O, predict the reaction product. The product is: [CH3:1][O:2][C:3]1[C:4](=[O:20])[C:5]([C:9]2[N:13]([C:14]3[CH:19]=[CH:18][CH:17]=[CH:16][CH:15]=3)[N:12]=[CH:11][CH:10]=2)=[N:6][N:7]([CH2:27][C:26]2[CH:29]=[CH:30][CH:31]=[CH:32][C:25]=2[C:24]([F:23])([F:33])[F:34])[CH:8]=1. (3) Given the reactants [CH3:1][C:2]1([CH3:69])[O:7][CH2:6][C:5]([C:9]([O:11][CH2:12][C:13]([CH2:56][O:57][C:58]([C:60]2([CH3:68])[CH2:65][O:64][C:63]([CH3:67])([CH3:66])[O:62][CH2:61]2)=[O:59])([CH3:55])[C:14]([O:16][CH2:17][C:18]([CH2:23][O:24][C:25](=[O:54])[C:26]([CH2:41][O:42][C:43]([C:45]2([CH3:53])[CH2:50][O:49][C:48]([CH3:52])([CH3:51])[O:47][CH2:46]2)=[O:44])([CH2:28][O:29][C:30]([C:32]2([CH3:40])[CH2:37][O:36][C:35]([CH3:39])([CH3:38])[O:34][CH2:33]2)=[O:31])[CH3:27])([CH3:22])[C:19]([OH:21])=[O:20])=[O:15])=[O:10])([CH3:8])[CH2:4][O:3]1.[N+:70]([C:73]1[CH:74]=[C:75]([CH:91]=[C:92]([N+:94]([O-:96])=[O:95])[CH:93]=1)[C:76]([O:78][CH2:79][CH2:80][CH2:81][CH2:82][CH2:83][CH2:84][CH2:85][CH2:86][CH2:87][CH2:88][CH2:89]Br)=[O:77])([O-:72])=[O:71], predict the reaction product. The product is: [CH3:66][C:63]1([CH3:67])[O:64][CH2:65][C:60]([C:58]([O:57][CH2:56][C:13]([CH2:12][O:11][C:9]([C:5]2([CH3:8])[CH2:6][O:7][C:2]([CH3:69])([CH3:1])[O:3][CH2:4]2)=[O:10])([CH3:55])[C:14]([O:16][CH2:17][C:18]([CH2:23][O:24][C:25](=[O:54])[C:26]([CH2:28][O:29][C:30]([C:32]2([CH3:40])[CH2:33][O:34][C:35]([CH3:38])([CH3:39])[O:36][CH2:37]2)=[O:31])([CH2:41][O:42][C:43]([C:45]2([CH3:53])[CH2:50][O:49][C:48]([CH3:51])([CH3:52])[O:47][CH2:46]2)=[O:44])[CH3:27])([CH3:22])[C:19]([O:21][CH2:89][CH2:88][CH2:87][CH2:86][CH2:85][CH2:84][CH2:83][CH2:82][CH2:81][CH2:80][CH2:79][O:78][C:76](=[O:77])[C:75]2[CH:74]=[C:73]([N+:70]([O-:72])=[O:71])[CH:93]=[C:92]([N+:94]([O-:96])=[O:95])[CH:91]=2)=[O:20])=[O:15])=[O:59])([CH3:68])[CH2:61][O:62]1. (4) Given the reactants [BH4-].[Na+].C(N)CN.[CH3:7][O:8][C:9](=[O:35])[CH2:10][CH2:11][CH2:12][C:13]#[C:14][CH2:15][N:16]1[C@@H:20]([CH2:21][O:22][C:23](=[O:33])[NH:24][CH2:25][CH2:26][C:27]2[CH:32]=[CH:31][CH:30]=[CH:29][CH:28]=2)[CH2:19][CH2:18][C:17]1=[O:34], predict the reaction product. The product is: [CH3:7][O:8][C:9](=[O:35])[CH2:10][CH2:11][CH2:12]/[CH:13]=[CH:14]\[CH2:15][N:16]1[C@@H:20]([CH2:21][O:22][C:23](=[O:33])[NH:24][CH2:25][CH2:26][C:27]2[CH:32]=[CH:31][CH:30]=[CH:29][CH:28]=2)[CH2:19][CH2:18][C:17]1=[O:34]. (5) Given the reactants [C:1]([N:4]1[C:13]2[C:8](=[CH:9][C:10](Br)=[CH:11][CH:12]=2)[C@H:7]([NH:15]C(=O)OCC2C=CC=CC=2)[C@@H:6]([CH3:26])[C@@H:5]1[CH:27]1[CH2:29][CH2:28]1)(=[O:3])[CH3:2].[N:30]1([C:36]([O:38][C:39]([CH3:42])([CH3:41])[CH3:40])=[O:37])[CH2:35][CH2:34][NH:33][CH2:32][CH2:31]1.CN(C1C(C2C(P(C3CCCCC3)C3CCCCC3)=CC=CC=2)=CC=CC=1)C, predict the reaction product. The product is: [C:1]([N:4]1[C:13]2[C:8](=[CH:9][C:10]([N:33]3[CH2:34][CH2:35][N:30]([C:36]([O:38][C:39]([CH3:42])([CH3:41])[CH3:40])=[O:37])[CH2:31][CH2:32]3)=[CH:11][CH:12]=2)[C@H:7]([NH2:15])[C@@H:6]([CH3:26])[C@@H:5]1[CH:27]1[CH2:29][CH2:28]1)(=[O:3])[CH3:2]. (6) Given the reactants C(N(C(C)C)CC)(C)C.[CH2:10]([O:17][CH2:18][C:19]1[O:24][C:23](=[O:25])[C:22]([CH3:26])=[C:21]([OH:27])[C:20]=1[CH3:28])[C:11]1[CH:16]=[CH:15][CH:14]=[CH:13][CH:12]=1.[CH3:29][O:30][CH2:31]Cl, predict the reaction product. The product is: [CH2:10]([O:17][CH2:18][C:19]1[O:24][C:23](=[O:25])[C:22]([CH3:26])=[C:21]([O:27][CH2:29][O:30][CH3:31])[C:20]=1[CH3:28])[C:11]1[CH:16]=[CH:15][CH:14]=[CH:13][CH:12]=1. (7) Given the reactants FC(F)(F)C(O)=O.[CH3:8][S:9]([C:12]1[CH:17]=[CH:16][C:15]([C:18]2[CH:23]=[CH:22][C:21]([O:24][CH2:25][CH:26]3[CH2:31][CH2:30][NH:29][CH2:28][CH2:27]3)=[CH:20][CH:19]=2)=[CH:14][CH:13]=1)(=[O:11])=[O:10].[F:32][C:33]([F:42])([F:41])[C:34]1([C:38](O)=[O:39])[CH2:37][CH2:36][CH2:35]1.C(Cl)CCl.C1C=CC2N(O)N=NC=2C=1.CCN(C(C)C)C(C)C, predict the reaction product. The product is: [CH3:8][S:9]([C:12]1[CH:13]=[CH:14][C:15]([C:18]2[CH:23]=[CH:22][C:21]([O:24][CH2:25][CH:26]3[CH2:31][CH2:30][N:29]([C:38]([C:34]4([C:33]([F:42])([F:41])[F:32])[CH2:37][CH2:36][CH2:35]4)=[O:39])[CH2:28][CH2:27]3)=[CH:20][CH:19]=2)=[CH:16][CH:17]=1)(=[O:11])=[O:10]. (8) Given the reactants [CH2:1]([N:3]([CH2:14][CH3:15])[CH2:4][CH2:5][O:6][C:7]1[CH:8]=[C:9]([NH2:13])[CH:10]=[CH:11][CH:12]=1)[CH3:2].C(N(CC)C[CH2:20][O:21][C:22]1C=CC=C([N+]([O-])=O)C=1)C.C[OH:34], predict the reaction product. The product is: [CH3:22][O:21][C:20](=[O:34])[C:12]1[CH:11]=[CH:10][C:9]([NH2:13])=[CH:8][C:7]=1[O:6][CH2:5][CH2:4][N:3]([CH2:1][CH3:2])[CH2:14][CH3:15]. (9) Given the reactants [C:1]([O:4][CH2:5][C@@H:6]1[N:11]([C:12]([C:14]2[N:15]=[C:16]([C:28]3[CH:33]=[CH:32][C:31]([CH3:34])=[CH:30][CH:29]=3)[N:17]([C:19]3[CH:24]=[CH:23][CH:22]=[C:21]([O:25][CH2:26][CH3:27])[CH:20]=3)[CH:18]=2)=[O:13])[CH2:10][CH2:9][N:8](C(OCC2C=CC=CC=2)=O)[CH2:7]1)(=[O:3])[CH3:2].C(OC1C=C(N2C=C(C(N3CCN(C(OCC4C=CC=CC=4)=O)C[C@@H]3CO)=O)N=C2C2C=CC(C)=CC=2)C=CC=1)C.C(N(CC)C(C)C)(C)C.C(OC(=O)C)(=O)C, predict the reaction product. The product is: [C:1]([O:4][CH2:5][C@H:6]1[CH2:7][NH:8][CH2:9][CH2:10][N:11]1[C:12]([C:14]1[N:15]=[C:16]([C:28]2[CH:29]=[CH:30][C:31]([CH3:34])=[CH:32][CH:33]=2)[N:17]([C:19]2[CH:24]=[CH:23][CH:22]=[C:21]([O:25][CH2:26][CH3:27])[CH:20]=2)[CH:18]=1)=[O:13])(=[O:3])[CH3:2]. (10) Given the reactants [CH3:1][C@H:2]([NH:11][CH3:12])[C@H:3](O)[C:4]1[CH:5]=[CH:6][CH:7]=[CH:8][CH:9]=1.S(Cl)([Cl:15])=O, predict the reaction product. The product is: [ClH:15].[C:4]1([CH:3]([Cl:15])[CH:2]([NH:11][CH3:12])[CH3:1])[CH:5]=[CH:6][CH:7]=[CH:8][CH:9]=1.